This data is from Serine/threonine kinase 33 screen with 319,792 compounds. The task is: Binary Classification. Given a drug SMILES string, predict its activity (active/inactive) in a high-throughput screening assay against a specified biological target. (1) The compound is [O-][N+](=O)c1ccc(C2N3C2C(=NC23CCCC2)c2ccccc2)cc1. The result is 0 (inactive). (2) The molecule is n1c(c2c(CCCC2)c2c1n[nH]c2N)CCC. The result is 0 (inactive). (3) The drug is O(CC(=O)N1CCN(CC1)C(=O)c1ccncc1)c1ccc(cc1)C. The result is 0 (inactive). (4) The drug is O(C(=O)C1(N(C(=O)c2c(N1)cccc2)c1c(cccc1)C)C)C. The result is 0 (inactive). (5) The compound is Clc1c(C(=O)NCCNC2CCN(CC2)C(OCC)=O)cccc1. The result is 0 (inactive). (6) The compound is Clc1c(c2noc(c2C(=O)Nc2c3nsnc3ccc2)C)c(F)ccc1. The result is 0 (inactive). (7) The compound is Clc1c(NC(=O)CN(C2CCCCC2)C)cccc1. The result is 0 (inactive).